From a dataset of Peptide-MHC class I binding affinity with 185,985 pairs from IEDB/IMGT. Regression. Given a peptide amino acid sequence and an MHC pseudo amino acid sequence, predict their binding affinity value. This is MHC class I binding data. (1) The peptide sequence is FAEGVVAFL. The MHC is HLA-B44:02 with pseudo-sequence HLA-B44:02. The binding affinity (normalized) is 0.0847. (2) The MHC is HLA-A23:01 with pseudo-sequence HLA-A23:01. The peptide sequence is FVQGVIWNI. The binding affinity (normalized) is 0.666. (3) The peptide sequence is RRVVRGEQL. The MHC is Mamu-B08 with pseudo-sequence Mamu-B08. The binding affinity (normalized) is 0.574.